Dataset: NCI-60 drug combinations with 297,098 pairs across 59 cell lines. Task: Regression. Given two drug SMILES strings and cell line genomic features, predict the synergy score measuring deviation from expected non-interaction effect. (1) Drug 1: CS(=O)(=O)OCCCCOS(=O)(=O)C. Drug 2: CC(C)CN1C=NC2=C1C3=CC=CC=C3N=C2N. Cell line: MALME-3M. Synergy scores: CSS=-1.47, Synergy_ZIP=-4.04, Synergy_Bliss=-4.58, Synergy_Loewe=-4.19, Synergy_HSA=-4.12. (2) Drug 1: CS(=O)(=O)C1=CC(=C(C=C1)C(=O)NC2=CC(=C(C=C2)Cl)C3=CC=CC=N3)Cl. Drug 2: CN1C2=C(C=C(C=C2)N(CCCl)CCCl)N=C1CCCC(=O)O.Cl. Cell line: NCI-H522. Synergy scores: CSS=14.1, Synergy_ZIP=-4.84, Synergy_Bliss=-1.88, Synergy_Loewe=-2.18, Synergy_HSA=-1.32.